Dataset: Full USPTO retrosynthesis dataset with 1.9M reactions from patents (1976-2016). Task: Predict the reactants needed to synthesize the given product. (1) Given the product [C:15]([O:14][C:12]([N:10]1[C:8](=[O:9])[CH2:7][C:4]2([CH2:5][CH2:6][CH2:1][CH2:2][CH2:3]2)[CH2:11]1)=[O:13])([CH3:18])([CH3:17])[CH3:16], predict the reactants needed to synthesize it. The reactants are: [CH2:1]1[CH2:6][CH2:5][C:4]2([CH2:11][NH:10][C:8](=[O:9])[CH2:7]2)[CH2:3][CH2:2]1.[C:12](O[C:12]([O:14][C:15]([CH3:18])([CH3:17])[CH3:16])=[O:13])([O:14][C:15]([CH3:18])([CH3:17])[CH3:16])=[O:13]. (2) Given the product [ClH:42].[NH2:8][CH2:9][C:10]([O:12][CH2:13][C:14]([F:40])([F:41])[CH2:15][N:16]1[C:20]([C:21]2[CH:26]=[CH:25][C:24]([F:27])=[CH:23][CH:22]=2)=[C:19]([C:28]2[CH:29]=[CH:30][C:31]3[O:36][CH2:35][C:34](=[O:37])[NH:33][C:32]=3[CH:38]=2)[C:18]([CH3:39])=[N:17]1)=[O:11], predict the reactants needed to synthesize it. The reactants are: C(OC([NH:8][CH2:9][C:10]([O:12][CH2:13][C:14]([F:41])([F:40])[CH2:15][N:16]1[C:20]([C:21]2[CH:26]=[CH:25][C:24]([F:27])=[CH:23][CH:22]=2)=[C:19]([C:28]2[CH:29]=[CH:30][C:31]3[O:36][CH2:35][C:34](=[O:37])[NH:33][C:32]=3[CH:38]=2)[C:18]([CH3:39])=[N:17]1)=[O:11])=O)(C)(C)C.[ClH:42]. (3) Given the product [Br:1][C:2]1[CH:3]=[C:4]([N:22]([CH3:29])[CH:23]2[CH2:28][CH2:27][N:26]([C:59](=[O:64])[C:60]([CH3:63])([CH3:62])[CH3:61])[CH2:25][CH2:24]2)[C:5]([CH3:21])=[C:6]([CH:20]=1)[C:7]([NH:9][CH2:10][C:11]1[C:12](=[O:19])[NH:13][C:14]([CH3:18])=[CH:15][C:16]=1[CH3:17])=[O:8], predict the reactants needed to synthesize it. The reactants are: [Br:1][C:2]1[CH:3]=[C:4]([N:22]([CH3:29])[CH:23]2[CH2:28][CH2:27][NH:26][CH2:25][CH2:24]2)[C:5]([CH3:21])=[C:6]([CH:20]=1)[C:7]([NH:9][CH2:10][C:11]1[C:12](=[O:19])[NH:13][C:14]([CH3:18])=[CH:15][C:16]=1[CH3:17])=[O:8].CCN=C=NCCCN(C)C.Cl.C1C=CC2N(O)N=NC=2C=1.C(N(CC)CC)C.[C:59](O)(=[O:64])[C:60]([CH3:63])([CH3:62])[CH3:61].